Dataset: Catalyst prediction with 721,799 reactions and 888 catalyst types from USPTO. Task: Predict which catalyst facilitates the given reaction. (1) Reactant: C(N(CC)CC)C.[CH2:8]([N:10]([CH2:14][CH3:15])[C:11](Cl)=[O:12])[CH3:9].[OH:16][C:17]12[C:35]3[C:30](=[CH:31][CH:32]=[CH:33][CH:34]=3)[C:29](=[O:36])[C:18]1([OH:37])[C:19]1[C:24]([O:25]2)=[CH:23][C:22]([CH:26]([CH3:28])[CH3:27])=[CH:21][CH:20]=1. Product: [CH2:8]([N:10]([CH2:14][CH3:15])[C:11](=[O:12])[O:37][C:18]12[C:29](=[O:36])[C:30]3[C:35](=[CH:34][CH:33]=[CH:32][CH:31]=3)[C:17]1([OH:16])[O:25][C:24]1[CH:23]=[C:22]([CH:26]([CH3:27])[CH3:28])[CH:21]=[CH:20][C:19]=12)[CH3:9]. The catalyst class is: 367. (2) Reactant: Br[CH2:2][C:3]1[CH:10]=[CH:9][C:6]([C:7]#[N:8])=[CH:5][C:4]=1[I:11].[NH3:12].CO.C(Cl)[Cl:16]. Product: [ClH:16].[NH2:12][CH2:2][C:3]1[CH:10]=[CH:9][C:6]([C:7]#[N:8])=[CH:5][C:4]=1[I:11]. The catalyst class is: 92.